The task is: Predict the reactants needed to synthesize the given product.. This data is from Full USPTO retrosynthesis dataset with 1.9M reactions from patents (1976-2016). Given the product [I:29][C:2]1[CH:3]=[C:4]([CH:25]=[C:26]([CH3:28])[N:27]=1)[C:5]([NH:7][C:8]1[S:9][C:10]2[C:16]([N:17]3[CH2:22][CH2:21][O:20][CH2:19][CH2:18]3)=[CH:15][CH:14]=[C:13]([O:23][CH3:24])[C:11]=2[N:12]=1)=[O:6], predict the reactants needed to synthesize it. The reactants are: Cl[C:2]1[CH:3]=[C:4]([CH:25]=[C:26]([CH3:28])[N:27]=1)[C:5]([NH:7][C:8]1[S:9][C:10]2[C:16]([N:17]3[CH2:22][CH2:21][O:20][CH2:19][CH2:18]3)=[CH:15][CH:14]=[C:13]([O:23][CH3:24])[C:11]=2[N:12]=1)=[O:6].[I-:29].[Na+].I.